Dataset: Full USPTO retrosynthesis dataset with 1.9M reactions from patents (1976-2016). Task: Predict the reactants needed to synthesize the given product. Given the product [C:10]([C:14]1[CH:15]=[CH:16][C:17]([C:18]2[NH:8][C:7]([NH2:9])=[N:6][N:5]=2)=[CH:21][CH:22]=1)([CH3:13])([CH3:12])[CH3:11], predict the reactants needed to synthesize it. The reactants are: [N+]([O-])(O)=O.[NH2:5][NH:6][C:7]([NH2:9])=[NH:8].[C:10]([C:14]1[CH:22]=[CH:21][C:17]([C:18](Cl)=O)=[CH:16][CH:15]=1)([CH3:13])([CH3:12])[CH3:11].[OH-].[Na+].Cl.